The task is: Predict the product of the given reaction.. This data is from Forward reaction prediction with 1.9M reactions from USPTO patents (1976-2016). (1) The product is: [Cl:1][C:2]1[C:3]2[N:24]=[N:29][N:12]([C@@H:13]3[CH2:17][C@H:16]([O:18][CH2:19][CH2:20][OH:21])[C@@H:15]([OH:22])[C@H:14]3[OH:23])[C:4]=2[N:5]=[C:6]([S:8][CH2:9][CH2:10][CH3:11])[N:7]=1. Given the reactants [Cl:1][C:2]1[N:7]=[C:6]([S:8][CH2:9][CH2:10][CH3:11])[N:5]=[C:4]([NH:12][C@@H:13]2[CH2:17][C@H:16]([O:18][CH2:19][CH2:20][OH:21])[C@@H:15]([OH:22])[C@H:14]2[OH:23])[C:3]=1[N+:24]([O-])=O.[H][H].[N:29]([O-])=O.[Na+], predict the reaction product. (2) Given the reactants N12CCCN=C1CCCCC2.[CH:12]([S:14]([CH3:17])(=[O:16])=[O:15])=[CH2:13].[CH2:18]([O:20][CH2:21][C:22]1[N:23]([CH2:35][C:36]2([OH:40])[CH2:39][CH2:38][CH2:37]2)[C:24]2[C:33]3[CH:32]=[CH:31][CH:30]=[CH:29][C:28]=3[N:27]=[CH:26][C:25]=2[N:34]=1)[CH3:19].[H-].[Na+], predict the reaction product. The product is: [CH2:18]([O:20][CH2:21][C:22]1[N:23]([CH2:35][C:36]2([O:40][CH2:13][CH2:12][S:14]([CH3:17])(=[O:16])=[O:15])[CH2:39][CH2:38][CH2:37]2)[C:24]2[C:33]3[CH:32]=[CH:31][CH:30]=[CH:29][C:28]=3[N:27]=[CH:26][C:25]=2[N:34]=1)[CH3:19]. (3) Given the reactants Cl[C:2]1[N:7]=[C:6]([NH:8][C@H:9]([CH3:12])[CH2:10][OH:11])[C:5]([C:13]2[S:14][CH:15]=[CH:16][CH:17]=2)=[CH:4][N:3]=1.[NH2:18][C:19]1[CH:24]=[CH:23][C:22]([S@@:25]([CH:33]2[CH2:35][CH2:34]2)(=[N:27][C:28]([O:30][CH2:31][CH3:32])=[O:29])=[O:26])=[CH:21][CH:20]=1, predict the reaction product. The product is: [CH2:31]([O:30][C:28]([N:27]=[S@@:25]([C:22]1[CH:21]=[CH:20][C:19]([NH:18][C:2]2[N:7]=[C:6]([NH:8][C@H:9]([CH3:12])[CH2:10][OH:11])[C:5]([C:13]3[S:14][CH:15]=[CH:16][CH:17]=3)=[CH:4][N:3]=2)=[CH:24][CH:23]=1)([CH:33]1[CH2:34][CH2:35]1)=[O:26])=[O:29])[CH3:32].